Task: Predict the reactants needed to synthesize the given product.. Dataset: Full USPTO retrosynthesis dataset with 1.9M reactions from patents (1976-2016) (1) Given the product [Cl:1][C:2]1[C:11]2[C:6](=[CH:7][CH:8]=[C:9]([O:26][C@@H:23]3[CH2:24][CH2:25][C@H:20]([NH2:19])[CH2:21][CH2:22]3)[CH:10]=2)[CH:5]=[N:4][CH:3]=1, predict the reactants needed to synthesize it. The reactants are: [Cl:1][C:2]1[C:11]2[C:6](=[CH:7][CH:8]=[C:9](F)[CH:10]=2)[CH:5]=[N:4][CH:3]=1.C(OC(=O)[NH:19][C@H:20]1[CH2:25][CH2:24][C@@H:23]([OH:26])[CH2:22][CH2:21]1)(C)(C)C. (2) Given the product [CH2:22]([N:19]1[C:20]2[C:16](=[CH:15][C:14]([F:44])=[C:13]([NH:12][C:2]3[CH2:3][CH2:4][CH2:5][N:1]=3)[CH:21]=2)[C:17]([C:32]([NH:34][CH2:35][C:36]2[CH:41]=[CH:40][C:39]([F:42])=[C:38]([F:43])[CH:37]=2)=[O:33])=[C:18]1[CH:29]([CH3:30])[CH3:31])[C:23]1[CH:28]=[CH:27][CH:26]=[CH:25][CH:24]=1, predict the reactants needed to synthesize it. The reactants are: [NH:1]1[CH2:5][CH2:4][CH2:3][C:2]1=O.O=P(Cl)(Cl)Cl.[NH2:12][C:13]1[CH:21]=[C:20]2[C:16]([C:17]([C:32]([NH:34][CH2:35][C:36]3[CH:41]=[CH:40][C:39]([F:42])=[C:38]([F:43])[CH:37]=3)=[O:33])=[C:18]([CH:29]([CH3:31])[CH3:30])[N:19]2[CH2:22][C:23]2[CH:28]=[CH:27][CH:26]=[CH:25][CH:24]=2)=[CH:15][C:14]=1[F:44].